Predict the product of the given reaction. From a dataset of Forward reaction prediction with 1.9M reactions from USPTO patents (1976-2016). Given the reactants [F:1][C:2]1[CH:3]=[C:4]([CH:8]=[CH:9][C:10]=1[C:11]1[S:12][C:13]2[C:18]([N:19]=1)=[CH:17][CH:16]=[C:15]([C:20]1([C:23]3[CH:28]=[CH:27][CH:26]=[CH:25][CH:24]=3)[CH2:22][CH2:21]1)[N:14]=2)[C:5](O)=[O:6].[OH-].[NH4+:30], predict the reaction product. The product is: [F:1][C:2]1[CH:3]=[C:4]([CH:8]=[CH:9][C:10]=1[C:11]1[S:12][C:13]2[C:18]([N:19]=1)=[CH:17][CH:16]=[C:15]([C:20]1([C:23]3[CH:28]=[CH:27][CH:26]=[CH:25][CH:24]=3)[CH2:22][CH2:21]1)[N:14]=2)[C:5]([NH2:30])=[O:6].